This data is from Full USPTO retrosynthesis dataset with 1.9M reactions from patents (1976-2016). The task is: Predict the reactants needed to synthesize the given product. (1) Given the product [CH2:1]([O:3][C:4](=[O:15])[C:5]1[CH:10]=[C:9]([NH2:11])[CH:8]=[N:7][C:6]=1[CH3:14])[CH3:2], predict the reactants needed to synthesize it. The reactants are: [CH2:1]([O:3][C:4](=[O:15])[C:5]1[CH:10]=[C:9]([N+:11]([O-])=O)[CH:8]=[N:7][C:6]=1[CH3:14])[CH3:2]. (2) Given the product [Cl:1][C:2]1[CH:19]=[C:18]([NH:20][C:21]2[CH:30]=[CH:29][C:28]3[C:27]4[C:31]5[NH:38][CH2:37][C@@H:36]([CH3:39])[NH:35][C:34](=[O:40])[C:32]=5[S:33][C:26]=4[CH:25]=[CH:24][C:23]=3[N:22]=2)[C:5]([C:6]([NH2:8])=[O:7])=[CH:4][N:3]=1, predict the reactants needed to synthesize it. The reactants are: [Cl:1][C:2]1[CH:19]=[C:18]([NH:20][C:21]2[CH:30]=[CH:29][C:28]3[C:27]4[C:31]5[NH:38][CH2:37][C@@H:36]([CH3:39])[NH:35][C:34](=[O:40])[C:32]=5[S:33][C:26]=4[CH:25]=[CH:24][C:23]=3[N:22]=2)[C:5]([C:6]([NH:8]CC2C=CC(OC)=CC=2)=[O:7])=[CH:4][N:3]=1.FC(F)(F)C(O)=O.FC(F)(F)S(O)(=O)=O.